Dataset: CYP2C19 inhibition data for predicting drug metabolism from PubChem BioAssay. Task: Regression/Classification. Given a drug SMILES string, predict its absorption, distribution, metabolism, or excretion properties. Task type varies by dataset: regression for continuous measurements (e.g., permeability, clearance, half-life) or binary classification for categorical outcomes (e.g., BBB penetration, CYP inhibition). Dataset: cyp2c19_veith. (1) The drug is COC(=O)[C@H](C)NC(=O)C/C=C\[C@@H](C)[C@@H](CO)OC. The result is 0 (non-inhibitor). (2) The drug is Cc1cc(C)cc(C(=O)N(C)[C@H](Cc2ccc(-c3ccccc3)cc2)C(=O)N[C@@H](Cc2c[nH]c3ccccc23)C(=O)O)c1. The result is 1 (inhibitor). (3) The drug is Cn1c(=O)c2[nH]c(CS(=O)(=O)Cc3nc4c([nH]3)c(=O)n(C)c(=O)n4C)nc2n(C)c1=O. The result is 0 (non-inhibitor). (4) The compound is Cc1ccc(CS(=O)(=O)CCC(=O)NCc2cccs2)cc1. The result is 1 (inhibitor). (5) The result is 1 (inhibitor). The molecule is Clc1ccc(COC(Cn2ccnc2)c2ccc(Cl)cc2Cl)c(Cl)c1.